This data is from Full USPTO retrosynthesis dataset with 1.9M reactions from patents (1976-2016). The task is: Predict the reactants needed to synthesize the given product. (1) Given the product [NH2:21][C:5]1[CH:4]=[C:3]([O:2][CH3:1])[CH:8]=[CH:7][C:6]=1[NH:9][CH2:10][C:11]1[CH:12]=[C:13]([CH:18]=[CH:19][CH:20]=1)[C:14]([O:16][CH3:17])=[O:15], predict the reactants needed to synthesize it. The reactants are: [CH3:1][O:2][C:3]1[CH:8]=[CH:7][C:6]([NH:9][CH2:10][C:11]2[CH:12]=[C:13]([CH:18]=[CH:19][CH:20]=2)[C:14]([O:16][CH3:17])=[O:15])=[C:5]([N+:21]([O-])=O)[CH:4]=1.O.O.[Sn](Cl)Cl.C(=O)(O)[O-].[Na+]. (2) Given the product [N:1]1[CH:6]=[CH:5][CH:4]=[CH:3][C:2]=1[N:7]([CH2:30][CH2:31][C:37]([O:38][CH2:43][CH3:44])=[O:40])[C:8]([C:10]1[N:15]=[C:14]2[N:16]=[C:17]([CH2:20][O:21][C:22]3[CH:23]=[CH:24][C:25]([C:28](=[NH:29])[NH2:41])=[CH:26][CH:27]=3)[N:18]([CH3:19])[C:13]2=[CH:12][CH:11]=1)=[O:9], predict the reactants needed to synthesize it. The reactants are: [N:1]1[CH:6]=[CH:5][CH:4]=[CH:3][C:2]=1[N:7]([CH2:30][CH2:31]C(OC)=O)[C:8]([C:10]1[N:15]=[C:14]2[N:16]=[C:17]([CH2:20][O:21][C:22]3[CH:27]=[CH:26][C:25]([C:28]#[N:29])=[CH:24][CH:23]=3)[N:18]([CH3:19])[C:13]2=[CH:12][CH:11]=1)=[O:9].Cl.[C:37](=[O:40])([O-])[O-:38].[NH4+:41].[NH4+].[CH2:43](O)[CH3:44]. (3) Given the product [CH2:33]([O:32][C:29]1[CH:30]=[CH:31][C:26]([CH2:24][C:22]2[CH:23]=[C:18]([Br:17])[CH:19]=[CH:20][C:21]=2[Cl:35])=[CH:27][CH:28]=1)[CH3:34], predict the reactants needed to synthesize it. The reactants are: C([SiH](CC)CC)C.B(F)(F)F.CCOCC.[Br:17][C:18]1[CH:19]=[CH:20][C:21]([Cl:35])=[C:22]([C:24]([C:26]2[CH:31]=[CH:30][C:29]([O:32][CH2:33][CH3:34])=[CH:28][CH:27]=2)=O)[CH:23]=1.[OH-].[K+]. (4) The reactants are: [F:1][C:2]1[CH:3]=[C:4]([C@@H:9]2[CH2:13][N:12]([CH2:14][C@@H:15]([OH:20])[C:16]([F:19])([F:18])[F:17])[CH2:11][C@H:10]2[NH:21][C:22](=[O:28])[O:23][C:24]([CH3:27])([CH3:26])[CH3:25])[CH:5]=[CH:6][C:7]=1[F:8].CCN(C(C)C)C(C)C.[CH3:38][S:39](Cl)(=[O:41])=[O:40]. Given the product [CH3:38][S:39]([O:20][C@H:15]([CH2:14][N:12]1[CH2:13][C@@H:9]([C:4]2[CH:5]=[CH:6][C:7]([F:8])=[C:2]([F:1])[CH:3]=2)[C@H:10]([NH:21][C:22]([O:23][C:24]([CH3:25])([CH3:27])[CH3:26])=[O:28])[CH2:11]1)[C:16]([F:19])([F:17])[F:18])(=[O:41])=[O:40], predict the reactants needed to synthesize it. (5) Given the product [O:15]=[C:16]([C:7]1[C:2]([F:1])=[CH:3][C:4]([F:9])=[CH:5][C:6]=1[F:8])[C:17]([O:19][CH2:20][CH3:21])=[O:18], predict the reactants needed to synthesize it. The reactants are: [F:1][C:2]1[CH:7]=[C:6]([F:8])[CH:5]=[C:4]([F:9])[CH:3]=1.C([Li])CCC.[O:15]=[C:16](C1NC=CN=1)[C:17]([O:19][CH2:20][CH3:21])=[O:18]. (6) Given the product [Br:28][CH2:21][C:18]1[CH:19]=[CH:20][C:15]([CH2:14][O:13][C:10]2[CH:11]=[CH:12][C:7]([CH2:6][CH2:5][C:4]([O:3][CH2:1][CH3:2])=[O:26])=[C:8]([F:25])[CH:9]=2)=[CH:16][C:17]=1[O:23][CH3:24], predict the reactants needed to synthesize it. The reactants are: [CH2:1]([O:3][C:4](=[O:26])[CH2:5][CH2:6][C:7]1[CH:12]=[CH:11][C:10]([O:13][CH2:14][C:15]2[CH:20]=[CH:19][C:18]([CH2:21]O)=[C:17]([O:23][CH3:24])[CH:16]=2)=[CH:9][C:8]=1[F:25])[CH3:2].P(Br)(Br)[Br:28].